From a dataset of Catalyst prediction with 721,799 reactions and 888 catalyst types from USPTO. Predict which catalyst facilitates the given reaction. (1) Reactant: [CH3:1][C:2]1[N:3]=[C:4]2[CH:12]=[CH:11][CH:10]=[C:9]3[N:5]2[C:6]=1[C:7](=[O:19])[N:8]3[CH2:13][CH2:14][CH2:15][CH2:16][CH2:17][NH2:18].C(N(CC)CC)C.C([O:29][C:30](=O)[C:31]([F:34])([F:33])[F:32])C. Product: [CH3:1][C:2]1[N:3]=[C:4]2[CH:12]=[CH:11][CH:10]=[C:9]3[N:5]2[C:6]=1[C:7](=[O:19])[N:8]3[CH2:13][CH2:14][CH2:15][CH2:16][CH2:17][NH:18][C:30](=[O:29])[C:31]([F:34])([F:33])[F:32]. The catalyst class is: 10. (2) Product: [CH3:13][N:14]([CH2:2][C:3]1[CH:8]=[CH:7][C:6]([N+:9]([O-:11])=[O:10])=[CH:5][CH:4]=1)[CH2:15][C:16]([O:18][CH3:19])=[O:17]. Reactant: Br[CH2:2][C:3]1[CH:8]=[CH:7][C:6]([N+:9]([O-:11])=[O:10])=[CH:5][CH:4]=1.Cl.[CH3:13][NH:14][CH2:15][C:16]([O:18][CH3:19])=[O:17].C([O-])([O-])=O.[K+].[K+].CCOC(C)=O. The catalyst class is: 144. (3) The catalyst class is: 12. Reactant: [NH3:1].Br[CH2:3][C:4]1[O:5][C:6]2[CH:12]=[C:11]([Cl:13])[CH:10]=[CH:9][C:7]=2[N:8]=1. Product: [Cl:13][C:11]1[CH:10]=[CH:9][C:7]2[N:8]=[C:4]([CH2:3][NH2:1])[O:5][C:6]=2[CH:12]=1.